This data is from Forward reaction prediction with 1.9M reactions from USPTO patents (1976-2016). The task is: Predict the product of the given reaction. (1) Given the reactants [F:1][C:2]1[CH:3]=[C:4]([N:9]2[C:14](=[O:15])[C:13]([O:16][CH2:17][CH2:18][C@H:19]([O:21][Si:22]([C:25]([CH3:28])([CH3:27])[CH3:26])([CH3:24])[CH3:23])[CH3:20])=[C:12](Br)[CH:11]=[N:10]2)[CH:5]=[CH:6][C:7]=1[F:8].[CH3:30][S:31][C:32]1[CH:37]=[CH:36][C:35](B(O)O)=[CH:34][CH:33]=1.[O-]P([O-])([O-])=O.[K+].[K+].[K+].C(O)(C)C, predict the reaction product. The product is: [F:1][C:2]1[CH:3]=[C:4]([N:9]2[C:14](=[O:15])[C:13]([O:16][CH2:17][CH2:18][C@H:19]([O:21][Si:22]([C:25]([CH3:28])([CH3:27])[CH3:26])([CH3:24])[CH3:23])[CH3:20])=[C:12]([C:35]3[CH:36]=[CH:37][C:32]([S:31][CH3:30])=[CH:33][CH:34]=3)[CH:11]=[N:10]2)[CH:5]=[CH:6][C:7]=1[F:8]. (2) Given the reactants [CH3:1][O:2][C:3]1[CH:4]=[C:5]2[C:10](=[CH:11][C:12]=1[O:13][CH3:14])[N:9]=[CH:8][CH:7]=[C:6]2[O:15][C:16]1[C:22]([CH3:23])=[CH:21][C:19]([NH2:20])=[C:18]([CH3:24])[CH:17]=1.Cl[C:26](Cl)([O:28]C(=O)OC(Cl)(Cl)Cl)Cl.[Cl:37][C:38]1[CH:44]=[CH:43][C:41]([NH2:42])=[C:40]([CH3:45])[CH:39]=1.C(=O)([O-])O.[Na+], predict the reaction product. The product is: [Cl:37][C:38]1[CH:44]=[CH:43][C:41]([NH:42][C:26]([NH:20][C:19]2[CH:21]=[C:22]([CH3:23])[C:16]([O:15][C:6]3[C:5]4[C:10](=[CH:11][C:12]([O:13][CH3:14])=[C:3]([O:2][CH3:1])[CH:4]=4)[N:9]=[CH:8][CH:7]=3)=[CH:17][C:18]=2[CH3:24])=[O:28])=[C:40]([CH3:45])[CH:39]=1. (3) Given the reactants [Cl:1][C:2]1[O:3][CH:4]=[C:5]([C:7]([O:9]CC)=O)[N:6]=1.[NH2:12][C:13]1[CH:18]=[CH:17][CH:16]=[CH:15][CH:14]=1, predict the reaction product. The product is: [Cl:1][C:2]1[O:3][CH:4]=[C:5]([C:7]([NH:12][C:13]2[CH:18]=[CH:17][CH:16]=[CH:15][CH:14]=2)=[O:9])[N:6]=1. (4) Given the reactants [N+:1]([C:4]1[CH:9]=[CH:8][C:7]([N:10]2[CH:16]3[CH2:17][CH2:18][N:13]([CH2:14][CH2:15]3)[CH2:12][CH2:11]2)=[CH:6][CH:5]=1)([O-])=O, predict the reaction product. The product is: [N:13]12[CH2:18][CH2:17][CH:16]([CH2:15][CH2:14]1)[N:10]([C:7]1[CH:8]=[CH:9][C:4]([NH2:1])=[CH:5][CH:6]=1)[CH2:11][CH2:12]2. (5) Given the reactants [Cl:1][C:2]1[C:10]2[N:9]=[C:8]3[N:11]([C:15]4[C:16]([CH3:23])=[N:17][C:18](Cl)=[N:19][C:20]=4[CH3:21])[CH2:12][CH2:13][CH2:14][N:7]3[C:6]=2[C:5]([CH:24]([O:29][CH:30]([F:32])[F:31])[C:25]([F:28])([F:27])[F:26])=[CH:4][CH:3]=1.[CH3:33][CH:34]([CH3:36])[O-:35].[Li+], predict the reaction product. The product is: [Cl:1][C:2]1[C:10]2[N:9]=[C:8]3[N:11]([C:15]4[C:16]([CH3:23])=[N:17][C:18]([O:35][CH:34]([CH3:36])[CH3:33])=[N:19][C:20]=4[CH3:21])[CH2:12][CH2:13][CH2:14][N:7]3[C:6]=2[C:5]([CH:24]([O:29][CH:30]([F:31])[F:32])[C:25]([F:27])([F:28])[F:26])=[CH:4][CH:3]=1. (6) Given the reactants [CH2:1]([O:8][C@H:9]1[C@H:15]([O:16][CH2:17][C:18]2[CH:23]=[CH:22][CH:21]=[CH:20][CH:19]=2)[C@@H:14]([O:24][CH2:25][C:26]2[CH:31]=[CH:30][CH:29]=[CH:28][CH:27]=2)[C@:13]2([C:33]3[CH:38]=[CH:37][C:36]([Cl:39])=[C:35]([CH2:40][C:41]4[CH:46]=[CH:45][C:44]([O:47][CH2:48][CH3:49])=[CH:43][CH:42]=4)[CH:34]=3)[O:32][C@@:10]1([CH2:50][OH:51])[CH2:11][O:12]2)[C:2]1[CH:7]=[CH:6][CH:5]=[CH:4][CH:3]=1.I(C1C=CC=CC=1C(O)=O)(=O)=O, predict the reaction product. The product is: [CH2:1]([O:8][C@H:9]1[C@H:15]([O:16][CH2:17][C:18]2[CH:19]=[CH:20][CH:21]=[CH:22][CH:23]=2)[C@@H:14]([O:24][CH2:25][C:26]2[CH:31]=[CH:30][CH:29]=[CH:28][CH:27]=2)[C@:13]2([C:33]3[CH:38]=[CH:37][C:36]([Cl:39])=[C:35]([CH2:40][C:41]4[CH:42]=[CH:43][C:44]([O:47][CH2:48][CH3:49])=[CH:45][CH:46]=4)[CH:34]=3)[O:32][C@@:10]1([CH:50]=[O:51])[CH2:11][O:12]2)[C:2]1[CH:7]=[CH:6][CH:5]=[CH:4][CH:3]=1. (7) Given the reactants Cl[C:2]1[C:7]2[C:8]([C:17]3[CH:22]=[CH:21][C:20]([O:23][CH3:24])=[CH:19][CH:18]=3)=[C:9]([C:11]3[CH:16]=[CH:15][CH:14]=[CH:13][CH:12]=3)[O:10][C:6]=2[CH:5]=[CH:4][N:3]=1.[NH2:25][CH2:26][C:27]([CH3:31])([CH3:30])[CH2:28][OH:29].C(N(C(C)C)CC)(C)C.[Cl-].[Na+], predict the reaction product. The product is: [CH3:24][O:23][C:20]1[CH:21]=[CH:22][C:17]([C:8]2[C:7]3[C:2]([NH:25][CH2:26][C:27]([CH3:31])([CH3:30])[CH2:28][OH:29])=[N:3][CH:4]=[CH:5][C:6]=3[O:10][C:9]=2[C:11]2[CH:16]=[CH:15][CH:14]=[CH:13][CH:12]=2)=[CH:18][CH:19]=1. (8) The product is: [OH:20][C:6]1[C:7]2[O:13][CH:12]=[C:11]([C:14]3[CH:15]=[CH:16][CH:17]=[CH:18][CH:19]=3)[C:8]=2[CH:9]=[N:10][C:5]=1[C:3]([NH:21][CH2:22][C:23]([OH:25])=[O:24])=[O:4]. Given the reactants CO[C:3]([C:5]1[N:10]=[CH:9][C:8]2[C:11]([C:14]3[CH:19]=[CH:18][CH:17]=[CH:16][CH:15]=3)=[CH:12][O:13][C:7]=2[C:6]=1[OH:20])=[O:4].[NH2:21][CH2:22][C:23]([OH:25])=[O:24].Cl, predict the reaction product.